Dataset: Full USPTO retrosynthesis dataset with 1.9M reactions from patents (1976-2016). Task: Predict the reactants needed to synthesize the given product. (1) The reactants are: [Li+].[OH-].O1CCCCC1[O:9][NH:10][C:11](/[CH:13]=[CH:14]/[C:15]1[N:20]=[CH:19][C:18](/[CH:21]=[CH:22]/[C:23]([O:25]CC)=O)=[CH:17][CH:16]=1)=[O:12].Cl.[NH4+].[OH-].C(Cl)CCl.C1C=CC2N(O)N=NC=2C=1.[C:45]1([N:51]2[CH2:56][CH2:55][NH:54][CH2:53][CH2:52]2)[CH:50]=[CH:49][CH:48]=[CH:47][CH:46]=1. Given the product [OH:9][NH:10][C:11](=[O:12])/[CH:13]=[CH:14]/[C:15]1[CH:16]=[CH:17][C:18](/[CH:21]=[CH:22]/[C:23](=[O:25])[N:54]2[CH2:55][CH2:56][N:51]([C:45]3[CH:50]=[CH:49][CH:48]=[CH:47][CH:46]=3)[CH2:52][CH2:53]2)=[CH:19][N:20]=1, predict the reactants needed to synthesize it. (2) Given the product [Br:14][C:5]1[CH:6]=[C:7]([N:8]([CH3:13])[S:9]([CH3:12])(=[O:11])=[O:10])[C:2]([NH:1][CH3:17])=[N:3][CH:4]=1, predict the reactants needed to synthesize it. The reactants are: [NH2:1][C:2]1[C:7]([N:8]([CH3:13])[S:9]([CH3:12])(=[O:11])=[O:10])=[CH:6][C:5]([Br:14])=[CH:4][N:3]=1.[H-].[Na+].[CH3:17]I.